From a dataset of B-cell epitopes from IEDB database with 3,159 antigens for binding position prediction. Token-level Classification. Given an antigen amino acid sequence, predict which amino acid positions are active epitope sites capable of antibody binding. Output is a list of indices for active positions. Given the antigen sequence: MAQVINTNSLSLLTQNNLNKSQSALGTAIERLSSGLRINSAKDDAAGQAIANRFTANIKGLTQASRNANDGISIAQTTEGALNEINNNLQRVRELAVQSANSTNSQSDLDSIQAEITQRLNEIDRVSGQTQFNGVKVLAQDNTLTIQVGANDGETIDIDLKQINSQTLGLDTLNVQQKYKVSDTAATVTGYADTTIALDNSTFKASATGLGGTDQKIDGDLKFDDTTGKYYAKVTVTGGTGKDGYYEVSVDKTNGEVTLAGGATSPLTGGLPATATEDVKNVQVANADLTEAKAALTAAGVTGTASVVKMSYTDNNGKTIDGGLAVKVGDDYYSATQNKDGSISINTTKYTADDGTSKTALNKLGGADGKTEVVSIGGKTYAASKAEGHNFKAQPDLAEAAATTTENPLQKIDAALAQVDTLRSDLGAVQNRFNSAITNLGNTVNNLTSARSRIEDSDYATEVSNMSRAQILQQAGTSVLAQANQVPQNVLSLLR, which amino acid positions are active epitope sites? The epitope positions are: [428, 429, 430, 431, 432, 433, 434, 435, 436, 437, 438, 439, 440, 441, 442]. The amino acids at these positions are: VQNRFNSAITNLGNT.